Dataset: Forward reaction prediction with 1.9M reactions from USPTO patents (1976-2016). Task: Predict the product of the given reaction. Given the reactants [OH:1][CH2:2][CH2:3][C:4]([O:6][CH2:7][C:8]1[CH:13]=[CH:12][CH:11]=[CH:10][CH:9]=1)=[O:5].[O:14]1[CH:19]=[CH:18][CH2:17][CH2:16][CH2:15]1.CC1C=CC(S([O-])(=O)=O)=CC=1.C1C=C[NH+]=CC=1.O, predict the reaction product. The product is: [O:14]1[CH2:19][CH2:18][CH2:17][CH2:16][CH:15]1[O:1][CH2:2][CH2:3][C:4]([O:6][CH2:7][C:8]1[CH:13]=[CH:12][CH:11]=[CH:10][CH:9]=1)=[O:5].